Dataset: Reaction yield outcomes from USPTO patents with 853,638 reactions. Task: Predict the reaction yield, written as a fraction of the theoretical maximum amount of product (1.0 means a 100% yield; for example, 0.34 means a 34% yield). (1) The reactants are Br[C:2]1[CH:3]=[CH:4][C:5]([C:14]([O:16][CH3:17])=[O:15])=[N:6][C:7]=1[NH:8][C:9]([CH:11]1[CH2:13][CH2:12]1)=[S:10].[H-].[Na+].O.Cl. The catalyst is CS(C)=O. The yield is 0.440. The product is [CH:11]1([C:9]2[S:10][C:2]3[C:7]([N:8]=2)=[N:6][C:5]([C:14]([O:16][CH3:17])=[O:15])=[CH:4][CH:3]=3)[CH2:13][CH2:12]1. (2) The reactants are [CH2:1]([C@@:4]1([C:20]2[CH:25]=[CH:24][C:23]([F:26])=[CH:22][CH:21]=2)[O:9][C:8](=[O:10])[N:7]([C@H:11]([C:13]2[CH:18]=[CH:17][C:16](Br)=[CH:15][CH:14]=2)[CH3:12])[CH2:6][CH2:5]1)[CH:2]=[CH2:3].[NH2:27][C:28]1[N:33]=[CH:32][C:31](B(O)O)=[CH:30][CH:29]=1.C([O-])([O-])=O.[Cs+].[Cs+]. The catalyst is O1CCOCC1.Cl[Pd](Cl)([P](C1C=CC=CC=1)(C1C=CC=CC=1)C1C=CC=CC=1)[P](C1C=CC=CC=1)(C1C=CC=CC=1)C1C=CC=CC=1. The product is [CH2:1]([C@@:4]1([C:20]2[CH:25]=[CH:24][C:23]([F:26])=[CH:22][CH:21]=2)[O:9][C:8](=[O:10])[N:7]([C@H:11]([C:13]2[CH:18]=[CH:17][C:16]([C:31]3[CH:32]=[N:33][C:28]([NH2:27])=[CH:29][CH:30]=3)=[CH:15][CH:14]=2)[CH3:12])[CH2:6][CH2:5]1)[CH:2]=[CH2:3]. The yield is 0.900. (3) The reactants are Cl[CH2:2][C:3]([CH3:6])([OH:5])[CH3:4].[OH:7][C:8]1[CH:15]=[CH:14][C:11]([C:12]#[N:13])=[CH:10][CH:9]=1.C([O-])([O-])=O.[K+].[K+]. The catalyst is O.C(O)C. The product is [OH:5][C:3]([CH3:6])([CH3:4])[CH2:2][O:7][C:8]1[CH:15]=[CH:14][C:11]([C:12]#[N:13])=[CH:10][CH:9]=1. The yield is 0.940.